Predict the product of the given reaction. From a dataset of Forward reaction prediction with 1.9M reactions from USPTO patents (1976-2016). (1) Given the reactants Br[C:2]1[C:3](Br)=[C:4]([CH:10]=[CH:11][C:12]=1[C:13]([O:15][CH2:16][CH3:17])=[O:14])[C:5]([O:7][CH2:8][CH3:9])=[O:6].[C:19]1([CH3:28])[CH:24]=[CH:23][CH:22]=[CH:21][C:20]=1B(O)O.C([O-])([O-])=O.[K+].[K+], predict the reaction product. The product is: [CH3:28][C:19]1[CH:24]=[CH:23][CH:22]=[CH:21][C:20]=1[C:2]1[C:12]([C:13]([O:15][CH2:16][CH3:17])=[O:14])=[CH:11][C:10]([C:3]2[CH:2]=[CH:12][CH:11]=[CH:10][C:4]=2[CH3:5])=[C:4]([C:5]([O:7][CH2:8][CH3:9])=[O:6])[CH:3]=1. (2) Given the reactants C[O:2][C:3]1[C:8]([O:9]C)=[CH:7][CH:6]=[CH:5][C:4]=1[C:11](=[O:21])[CH2:12][C:13]1[CH:18]=[CH:17][CH:16]=[C:15]([O:19]C)[CH:14]=1.ClCCl.B(Br)(Br)Br, predict the reaction product. The product is: [OH:2][C:3]1[C:8]([OH:9])=[CH:7][CH:6]=[CH:5][C:4]=1[C:11](=[O:21])[CH2:12][C:13]1[CH:18]=[CH:17][CH:16]=[C:15]([OH:19])[CH:14]=1. (3) The product is: [F:1][C:2]1[CH:3]=[CH:4][CH:5]=[C:6]2[C:10]=1[N:9]([CH3:11])[CH:8]=[C:7]2[CH2:12][NH:15][CH3:14]. Given the reactants [F:1][C:2]1[CH:3]=[CH:4][CH:5]=[C:6]2[C:10]=1[N:9]([CH3:11])[CH:8]=[C:7]2[CH:12]=O.[CH3:14][N:15]1C2C(=CC=CC=2)C(C)=C1C=O, predict the reaction product.